From a dataset of Full USPTO retrosynthesis dataset with 1.9M reactions from patents (1976-2016). Predict the reactants needed to synthesize the given product. (1) Given the product [I:13][C:5]1[C:4]2[C:8](=[CH:9][CH:10]=[C:2]([Br:1])[CH:3]=2)[NH:7][N:6]=1, predict the reactants needed to synthesize it. The reactants are: [Br:1][C:2]1[CH:3]=[C:4]2[C:8](=[CH:9][CH:10]=1)[NH:7][N:6]=[CH:5]2.[OH-].[K+].[I:13]I. (2) Given the product [CH2:18]([NH:16][CH2:15][C:12]1[CH:11]=[CH:10][C:9]([CH2:8][NH:7][C:6](=[O:17])[O:5][C:1]([CH3:4])([CH3:2])[CH3:3])=[CH:14][CH:13]=1)[CH2:19][CH3:20], predict the reactants needed to synthesize it. The reactants are: [C:1]([O:5][C:6](=[O:17])[NH:7][CH2:8][C:9]1[CH:14]=[CH:13][C:12]([CH2:15][NH2:16])=[CH:11][CH:10]=1)([CH3:4])([CH3:3])[CH3:2].[CH:18](=O)[CH2:19][CH3:20].C([O-])([O-])=O.[K+].[K+].[BH4-].[Na+].